From a dataset of Catalyst prediction with 721,799 reactions and 888 catalyst types from USPTO. Predict which catalyst facilitates the given reaction. (1) Reactant: [NH2:1][CH:2]([CH2:20][C:21]1[CH:26]=[CH:25][C:24]([O:27]C)=[C:23]([F:29])[CH:22]=1)[CH2:3][NH:4][C:5]1[S:6][C:7]([C:10]2[CH:19]=[CH:18][C:13]3[NH:14][C:15](=[O:17])[O:16][C:12]=3[CH:11]=2)=[CH:8][N:9]=1.B(Br)(Br)Br. Product: [NH2:1][CH:2]([CH2:20][C:21]1[CH:26]=[CH:25][C:24]([OH:27])=[C:23]([F:29])[CH:22]=1)[CH2:3][NH:4][C:5]1[S:6][C:7]([C:10]2[CH:19]=[CH:18][C:13]3[NH:14][C:15](=[O:17])[O:16][C:12]=3[CH:11]=2)=[CH:8][N:9]=1. The catalyst class is: 2. (2) Product: [CH2:28]([C@H:10]1[C:11](=[O:12])[N:8]([Si:1]([C:4]([CH3:7])([CH3:6])[CH3:5])([CH3:3])[CH3:2])[C@@H:9]1[C:13]([OH:15])=[O:14])[CH:27]=[CH2:26]. The catalyst class is: 1. Reactant: [Si:1]([N:8]1[C:11](=[O:12])[CH2:10][C@H:9]1[C:13]([OH:15])=[O:14])([C:4]([CH3:7])([CH3:6])[CH3:5])([CH3:3])[CH3:2].[Li+].C[Si]([N-][Si](C)(C)C)(C)C.[CH2:26](Br)[CH:27]=[CH2:28]. (3) The catalyst class is: 7. Product: [C:14]1([C:20]([CH:22]2[CH:27]3[CH2:28][CH2:29][N:24]([CH2:25][CH2:26]3)[CH2:23]2)([OH:21])[C:13]#[C:12][C:6]2[CH:11]=[CH:10][CH:9]=[CH:8][CH:7]=2)[CH:15]=[CH:16][CH:17]=[CH:18][CH:19]=1. Reactant: C([Li])CCC.[C:6]1([C:12]#[CH:13])[CH:11]=[CH:10][CH:9]=[CH:8][CH:7]=1.[C:14]1([C:20]([CH:22]2[CH:27]3[CH2:28][CH2:29][N:24]([CH2:25][CH2:26]3)[CH2:23]2)=[O:21])[CH:19]=[CH:18][CH:17]=[CH:16][CH:15]=1. (4) Reactant: [CH:1]([C:3]1[CH:8]=[CH:7][C:6]([CH:9]2[O:14][CH2:13][CH2:12][N:11]([C:15]([O:17][C:18]([CH3:21])([CH3:20])[CH3:19])=[O:16])[CH2:10]2)=[CH:5][CH:4]=1)=O.[NH2:22][C:23]1[CH:28]=[CH:27][CH:26]=[CH:25][C:24]=1[NH2:29].S(S([O-])=O)([O-])(=O)=O.[Na+].[Na+].O. Product: [NH:22]1[C:23]2[CH:28]=[CH:27][CH:26]=[CH:25][C:24]=2[N:29]=[C:1]1[C:3]1[CH:8]=[CH:7][C:6]([CH:9]2[O:14][CH2:13][CH2:12][N:11]([C:15]([O:17][C:18]([CH3:21])([CH3:20])[CH3:19])=[O:16])[CH2:10]2)=[CH:5][CH:4]=1. The catalyst class is: 44. (5) Reactant: FC(F)(F)C(O)=O.[C:8]([CH:10]1[CH2:20][C:19]2[C:21]3[C:16]([N:17]([CH2:22][C:23]4[C:28]([CH3:29])=[C:27]([O:30][CH3:31])[C:26]([CH3:32])=[CH:25][N:24]=4)[N:18]=2)=[N:15][C:14]([N:33](C(OC(C)(C)C)=O)C(OC(C)(C)C)=O)=[N:13][C:12]=3[S:11]1)#[N:9].CC1C=CC(S(OC(C#N)CC2C3C(=NC(N(C(OC(C)(C)C)=O)C(OC(C)(C)C)=O)=NC=3Cl)N(CC3C(C)=C(OC)C(C)=CN=3)N=2)(=O)=O)=CC=1. Product: [NH2:33][C:14]1[N:15]=[C:16]2[C:21]3[C:19]([CH2:20][CH:10]([C:8]#[N:9])[S:11][C:12]=3[N:13]=1)=[N:18][N:17]2[CH2:22][C:23]1[C:28]([CH3:29])=[C:27]([O:30][CH3:31])[C:26]([CH3:32])=[CH:25][N:24]=1. The catalyst class is: 4.